Dataset: NCI-60 drug combinations with 297,098 pairs across 59 cell lines. Task: Regression. Given two drug SMILES strings and cell line genomic features, predict the synergy score measuring deviation from expected non-interaction effect. (1) Drug 1: C1=CC(=CC=C1CC(C(=O)O)N)N(CCCl)CCCl.Cl. Drug 2: CC(C)NC(=O)C1=CC=C(C=C1)CNNC.Cl. Cell line: DU-145. Synergy scores: CSS=-3.05, Synergy_ZIP=0.892, Synergy_Bliss=-0.188, Synergy_Loewe=-5.33, Synergy_HSA=-3.41. (2) Drug 1: C1=NC2=C(N1)C(=S)N=C(N2)N. Drug 2: CC1C(C(CC(O1)OC2CC(CC3=C2C(=C4C(=C3O)C(=O)C5=C(C4=O)C(=CC=C5)OC)O)(C(=O)CO)O)N)O.Cl. Cell line: DU-145. Synergy scores: CSS=49.8, Synergy_ZIP=-15.6, Synergy_Bliss=-12.8, Synergy_Loewe=-9.13, Synergy_HSA=-6.50.